From a dataset of Peptide-MHC class II binding affinity with 134,281 pairs from IEDB. Regression. Given a peptide amino acid sequence and an MHC pseudo amino acid sequence, predict their binding affinity value. This is MHC class II binding data. The peptide sequence is RNSTFLIDGPDTSEC. The MHC is DRB1_0301 with pseudo-sequence DRB1_0301. The binding affinity (normalized) is 0.581.